This data is from Reaction yield outcomes from USPTO patents with 853,638 reactions. The task is: Predict the reaction yield, written as a fraction of the theoretical maximum amount of product (1.0 means a 100% yield; for example, 0.34 means a 34% yield). (1) The reactants are [Cl:1][CH2:2][CH2:3][CH2:4][C:5]([C:7]1[CH:12]=[CH:11][C:10]([CH:13]([CH3:15])[CH3:14])=[CH:9][CH:8]=1)=[O:6].[Br:16]N1C(=O)CCC1=O. The catalyst is C(Cl)(Cl)(Cl)Cl.CC(N=NC(C#N)(C)C)(C#N)C. The product is [Br:16][C:13]([C:10]1[CH:9]=[CH:8][C:7]([C:5](=[O:6])[CH2:4][CH2:3][CH2:2][Cl:1])=[CH:12][CH:11]=1)([CH3:15])[CH3:14]. The yield is 1.00. (2) The reactants are C1(C)C=CC(C(C2C=CC(C)=CC=2)S(CC(N)=O)=[O:9])=CC=1.[Cl:22][C:23]1[CH:24]=[C:25]([CH:29]([C:35]2[CH:40]=[CH:39][CH:38]=[C:37]([Cl:41])[CH:36]=2)[S:30][CH2:31][C:32]([NH2:34])=[O:33])[CH:26]=[CH:27][CH:28]=1. No catalyst specified. The product is [Cl:22][C:23]1[CH:24]=[C:25]([CH:29]([C:35]2[CH:40]=[CH:39][CH:38]=[C:37]([Cl:41])[CH:36]=2)[S:30]([CH2:31][C:32]([NH2:34])=[O:33])=[O:9])[CH:26]=[CH:27][CH:28]=1. The yield is 0.710. (3) The reactants are [CH3:1][C:2]1[CH:7]=[C:6]([CH3:8])[NH:5][C:4](=[O:9])[C:3]=1[CH2:10][NH:11][C:12]([C:14]1[CH:19]=[C:18]([C:20]2[CH2:21][C:22]([CH3:29])([CH3:28])[NH:23][C:24]([CH3:27])([CH3:26])[CH:25]=2)[N:17]=[C:16]2[N:30]([CH:33]3[CH2:38][CH2:37][N:36](C(OC(C)(C)C)=O)[CH2:35][CH2:34]3)[N:31]=[CH:32][C:15]=12)=[O:13]. The catalyst is C(Cl)Cl.C(O)(C(F)(F)F)=O. The product is [CH3:1][C:2]1[CH:7]=[C:6]([CH3:8])[NH:5][C:4](=[O:9])[C:3]=1[CH2:10][NH:11][C:12]([C:14]1[C:15]2[CH:32]=[N:31][N:30]([CH:33]3[CH2:38][CH2:37][NH:36][CH2:35][CH2:34]3)[C:16]=2[N:17]=[C:18]([C:20]2[CH2:21][C:22]([CH3:28])([CH3:29])[NH:23][C:24]([CH3:26])([CH3:27])[CH:25]=2)[CH:19]=1)=[O:13]. The yield is 0.957. (4) The reactants are [C:1]1([CH3:10])[CH:6]=[CH:5][C:4]([N:7]=[C:8]=[O:9])=[CH:3][CH:2]=1.C1(C)C=CC=CC=1.[CH:18]([CH:21]1[CH2:26][CH2:25][CH2:24][CH2:23][CH:22]1[OH:27])([CH3:20])[CH3:19]. The catalyst is O. The product is [CH:18]([CH:21]1[CH2:26][CH2:25][CH2:24][CH2:23][CH:22]1[O:27][C:8](=[O:9])[NH:7][C:4]1[CH:5]=[CH:6][C:1]([CH3:10])=[CH:2][CH:3]=1)([CH3:20])[CH3:19]. The yield is 0.560. (5) The reactants are [O:1]=[C:2]1[C:6]2([CH2:11][CH2:10][NH:9][CH2:8][CH2:7]2)[N:5]([C:12]2[CH:17]=[CH:16][CH:15]=[CH:14][CH:13]=2)[CH2:4][N:3]1[CH2:18][C:19]1[CH:20]=[C:21]([CH:29]=[CH:30][CH:31]=1)[C:22]([O:24][C:25]([CH3:28])([CH3:27])[CH3:26])=[O:23].Cl[CH2:33][CH2:34][CH2:35][N:36]1[C:44]2[C:39](=[CH:40][CH:41]=[CH:42][CH:43]=2)[C:38]([CH3:46])([CH3:45])[C:37]1=[O:47].[I-].[Na+].C(=O)([O-])[O-].[K+].[K+]. The catalyst is CC(=O)CC. The product is [CH3:46][C:38]1([CH3:45])[C:39]2[C:44](=[CH:43][CH:42]=[CH:41][CH:40]=2)[N:36]([CH2:35][CH2:34][CH2:33][N:9]2[CH2:10][CH2:11][C:6]3([N:5]([C:12]4[CH:13]=[CH:14][CH:15]=[CH:16][CH:17]=4)[CH2:4][N:3]([CH2:18][C:19]4[CH:20]=[C:21]([CH:29]=[CH:30][CH:31]=4)[C:22]([O:24][C:25]([CH3:28])([CH3:26])[CH3:27])=[O:23])[C:2]3=[O:1])[CH2:7][CH2:8]2)[C:37]1=[O:47]. The yield is 0.474.